The task is: Predict the reactants needed to synthesize the given product.. This data is from Full USPTO retrosynthesis dataset with 1.9M reactions from patents (1976-2016). (1) The reactants are: C(OC([NH:8][C@@H:9]([CH2:13][C:14]1[CH:19]=[CH:18][C:17]([N:20]2[CH2:24][C:23](=[O:25])[N:22](CC3C=CC(OC)=CC=3)[S:21]2(=[O:36])=[O:35])=[CH:16][CH:15]=1)[C:10]([OH:12])=[O:11])=O)(C)(C)C.C([SiH](C)C)(C)(C)C. Given the product [NH2:8][C@@H:9]([CH2:13][C:14]1[CH:19]=[CH:18][C:17]([N:20]2[CH2:24][C:23](=[O:25])[NH:22][S:21]2(=[O:35])=[O:36])=[CH:16][CH:15]=1)[C:10]([OH:12])=[O:11], predict the reactants needed to synthesize it. (2) The reactants are: Br[C:2]1[CH:3]=[CH:4][C:5]2[N:6]([CH:8]=[C:9]([C:11]3[CH:12]=[CH:13][C:14]([C:24]([F:27])([F:26])[F:25])=[C:15]([NH:17][C:18](=[O:23])[C:19]([CH3:22])([CH3:21])[CH3:20])[CH:16]=3)[N:10]=2)[CH:7]=1.[F:28][C:29]1[CH:34]=[CH:33][CH:32]=[CH:31][C:30]=1B(O)O.C([O-])([O-])=O.[Na+].[Na+]. Given the product [F:28][C:29]1[CH:34]=[CH:33][CH:32]=[CH:31][C:30]=1[C:2]1[CH:3]=[CH:4][C:5]2[N:6]([CH:8]=[C:9]([C:11]3[CH:12]=[CH:13][C:14]([C:24]([F:26])([F:27])[F:25])=[C:15]([NH:17][C:18](=[O:23])[C:19]([CH3:22])([CH3:20])[CH3:21])[CH:16]=3)[N:10]=2)[CH:7]=1, predict the reactants needed to synthesize it. (3) Given the product [Cl:40][C:41]1[CH:48]=[C:47]([N:49]2[C@@H:53]([CH:54]3[CH2:55][CH2:56][CH2:57][CH2:58]3)[CH2:52][C:51]([C:2]3[CH:11]=[C:10]([O:12][CH3:13])[C:5]([C:6]([OH:8])=[O:7])=[CH:4][N:3]=3)=[N:50]2)[CH:46]=[CH:45][C:42]=1[C:43]#[N:44], predict the reactants needed to synthesize it. The reactants are: Cl[C:2]1[CH:11]=[C:10]([O:12][CH3:13])[C:5]([C:6]([O:8]C)=[O:7])=[CH:4][N:3]=1.CCCC[Sn](CCCC)CCCC.CCCC[Sn](CCCC)CCCC.[Cl:40][C:41]1[CH:48]=[C:47]([N:49]2[C@@H:53]([CH:54]3[CH2:58][CH2:57][CH2:56][CH2:55]3)[CH2:52][C:51](Cl)=[N:50]2)[CH:46]=[CH:45][C:42]=1[C:43]#[N:44].[Cl-].[Li+].